Dataset: Reaction yield outcomes from USPTO patents with 853,638 reactions. Task: Predict the reaction yield, written as a fraction of the theoretical maximum amount of product (1.0 means a 100% yield; for example, 0.34 means a 34% yield). (1) The reactants are [C:1]([N:5]1[C:9](=[O:10])[C:8](Cl)=[C:7]([C:12]2[CH:17]=[CH:16][CH:15]=[CH:14][CH:13]=2)[S:6]1(=[O:19])=[O:18])([CH3:4])([CH3:3])[CH3:2].C(C(C(C(O)=O)O)O)(O)=O.[CH3:30][C:31]1[CH:35]=[C:34]([CH3:36])[N:33]([CH2:37][CH2:38][CH2:39][NH2:40])[N:32]=1.C(N(CC)CC)C. The catalyst is CC#N. The product is [C:1]([N:5]1[C:9](=[O:10])[C:8]([NH:40][CH2:39][CH2:38][CH2:37][N:33]2[C:34]([CH3:36])=[CH:35][C:31]([CH3:30])=[N:32]2)=[C:7]([C:12]2[CH:17]=[CH:16][CH:15]=[CH:14][CH:13]=2)[S:6]1(=[O:19])=[O:18])([CH3:4])([CH3:3])[CH3:2]. The yield is 0.940. (2) The reactants are [CH2:1]([O:3][CH2:4][C:5]([C:7]1[S:11][C:10]([N:12](C)[C:13](=O)OC(C)(C)C)=[N:9][C:8]=1[C:21]1[O:22][CH:23]=[CH:24][CH:25]=1)=[O:6])[CH3:2]. The catalyst is FC(F)(F)C(O)=O. The product is [O:22]1[CH:23]=[CH:24][CH:25]=[C:21]1[C:8]1[N:9]=[C:10]([NH:12][CH3:13])[S:11][C:7]=1[C:5]([CH2:4][O:3][CH2:1][CH3:2])=[O:6]. The yield is 0.860. (3) The reactants are CC([O-])(C)C.[K+].[N:7]1[CH:12]=[CH:11][CH:10]=[CH:9][C:8]=1[CH2:13][N:14]1[CH2:19][CH2:18][C:17]2[S:20][CH:21]=[CH:22][C:16]=2[CH2:15]1.[SiH:23]([CH2:28][CH3:29])([CH2:26][CH3:27])[CH2:24][CH3:25]. The catalyst is C1COCC1. The product is [N:7]1[CH:12]=[CH:11][CH:10]=[CH:9][C:8]=1[CH2:13][N:14]1[CH2:19][CH2:18][C:17]2[S:20][C:21]([Si:23]([CH2:28][CH3:29])([CH2:26][CH3:27])[CH2:24][CH3:25])=[CH:22][C:16]=2[CH2:15]1. The yield is 0.710. (4) The reactants are [C:1]([C:5]1[CH:6]=[C:7]([NH:17][C:18](=[O:48])[N:19]([CH2:29][C:30]2[CH:35]=[C:34]([F:36])[CH:33]=[CH:32][C:31]=2[O:37][C:38]2[CH:39]=[C:40]3[C:44](=[CH:45][CH:46]=2)[N:43]([CH3:47])[N:42]=[CH:41]3)[CH2:20][C:21]2[CH:26]=[CH:25][C:24]([O:27][CH3:28])=[CH:23][CH:22]=2)[N:8]([C:10]2[CH:15]=[CH:14][C:13]([CH3:16])=[CH:12][CH:11]=2)[N:9]=1)([CH3:4])([CH3:3])[CH3:2].[H-].[Na+].[CH3:51]I. The catalyst is CN(C=O)C. The product is [C:1]([C:5]1[CH:6]=[C:7]([N:17]([CH3:51])[C:18]([N:19]([CH2:29][C:30]2[CH:35]=[C:34]([F:36])[CH:33]=[CH:32][C:31]=2[O:37][C:38]2[CH:39]=[C:40]3[C:44](=[CH:45][CH:46]=2)[N:43]([CH3:47])[N:42]=[CH:41]3)[CH2:20][C:21]2[CH:22]=[CH:23][C:24]([O:27][CH3:28])=[CH:25][CH:26]=2)=[O:48])[N:8]([C:10]2[CH:11]=[CH:12][C:13]([CH3:16])=[CH:14][CH:15]=2)[N:9]=1)([CH3:4])([CH3:2])[CH3:3]. The yield is 0.870.